This data is from Catalyst prediction with 721,799 reactions and 888 catalyst types from USPTO. The task is: Predict which catalyst facilitates the given reaction. (1) Reactant: [CH3:1][C:2]1[CH:3]=[C:4]([CH:9](O)[C:10]2[CH:15]=[CH:14][C:13]([C:16]3[NH:20][C:19]4[CH:21]=[CH:22][C:23]([C:25]([NH2:27])=[O:26])=[CH:24][C:18]=4[N:17]=3)=[CH:12][CH:11]=2)[CH:5]=[CH:6][C:7]=1[CH3:8].N. The catalyst class is: 5. Product: [CH3:1][C:2]1[CH:3]=[C:4]([CH:5]=[CH:6][C:7]=1[CH3:8])[CH2:9][C:10]1[CH:15]=[CH:14][C:13]([C:16]2[NH:20][C:19]3[CH:21]=[CH:22][C:23]([C:25]([NH2:27])=[O:26])=[CH:24][C:18]=3[N:17]=2)=[CH:12][CH:11]=1. (2) Reactant: Cl[C:2]1[N:7]=[C:6]([NH2:8])[C:5]([N+:9]([O-:11])=[O:10])=[CH:4][CH:3]=1.[CH3:12][O-:13].[Na+]. Product: [CH3:12][O:13][C:2]1[N:7]=[C:6]([NH2:8])[C:5]([N+:9]([O-:11])=[O:10])=[CH:4][CH:3]=1. The catalyst class is: 5. (3) The catalyst class is: 11. Product: [CH3:1][O:2][C:3]([C:5]1[S:6][C:7]([C:11]2[CH:16]=[CH:15][CH:14]=[C:13]([Cl:17])[CH:12]=2)=[CH:8][C:9]=1[NH:10][C:19]([O:21][CH2:22][CH:23]=[CH2:24])=[O:20])=[O:4]. Reactant: [CH3:1][O:2][C:3]([C:5]1[S:6][C:7]([C:11]2[CH:16]=[CH:15][CH:14]=[C:13]([Cl:17])[CH:12]=2)=[CH:8][C:9]=1[NH2:10])=[O:4].Cl[C:19]([O:21][CH2:22][CH:23]=[CH2:24])=[O:20]. (4) Reactant: [C:1]([O:5][C:6](=[O:24])[NH:7][C@H:8]([CH2:14][C:15]1[CH:20]=[C:19]([F:21])[C:18]([F:22])=[CH:17][C:16]=1[F:23])[CH2:9][C:10]([NH:12][NH2:13])=O)([CH3:4])([CH3:3])[CH3:2].[F:25][C:26]([F:38])([F:37])[C:27]1[N:28]=[C:29]2[C:34](=S)[NH:33][CH2:32][CH2:31][N:30]2[CH:36]=1. Product: [C:1]([O:5][C:6](=[O:24])[NH:7][C@H:8]([CH2:14][C:15]1[CH:20]=[C:19]([F:21])[C:18]([F:22])=[CH:17][C:16]=1[F:23])[CH2:9][C:10]1[N:33]2[C:34]([C:29]3[N:30]([CH:36]=[C:27]([C:26]([F:38])([F:25])[F:37])[N:28]=3)[CH2:31][CH2:32]2)=[N:13][N:12]=1)([CH3:4])([CH3:3])[CH3:2]. The catalyst class is: 141. (5) Reactant: [CH:1]1([N:5]2[CH2:10][CH2:9][CH:8]([O:11][CH:12]3[CH2:17][CH2:16][NH:15][CH2:14][CH2:13]3)[CH2:7][CH2:6]2)[CH2:4][CH2:3][CH2:2]1.[F:18][C:19]1[CH:26]=[C:25](F)[CH:24]=[CH:23][C:20]=1[C:21]#[N:22].C(=O)([O-])[O-].[K+].[K+]. Product: [CH:1]1([N:5]2[CH2:10][CH2:9][CH:8]([O:11][CH:12]3[CH2:17][CH2:16][N:15]([C:25]4[CH:24]=[CH:23][C:20]([C:21]#[N:22])=[C:19]([F:18])[CH:26]=4)[CH2:14][CH2:13]3)[CH2:7][CH2:6]2)[CH2:4][CH2:3][CH2:2]1. The catalyst class is: 60. (6) Reactant: C(OC(=O)C)C.[ClH:7].P(O[CH2:21][N:22]1[C:31]2[C:26](=[C:27]([F:36])[CH:28]=[CH:29][C:30]=2[O:32][CH2:33][CH2:34][CH3:35])[C:25](=[O:37])[C:24]([C:38]2[CH:43]=[CH:42][C:41]([O:44][CH3:45])=[CH:40][CH:39]=2)=[CH:23]1)(OC(C)(C)C)(OC(C)(C)C)=O. Product: [Cl:7][CH2:21][N:22]1[C:31]2[C:26](=[C:27]([F:36])[CH:28]=[CH:29][C:30]=2[O:32][CH2:33][CH2:34][CH3:35])[C:25](=[O:37])[C:24]([C:38]2[CH:43]=[CH:42][C:41]([O:44][CH3:45])=[CH:40][CH:39]=2)=[CH:23]1. The catalyst class is: 13.